From a dataset of Reaction yield outcomes from USPTO patents with 853,638 reactions. Predict the reaction yield, written as a fraction of the theoretical maximum amount of product (1.0 means a 100% yield; for example, 0.34 means a 34% yield). The reactants are C([N:8]1[CH2:17][C:16]([CH3:19])([CH3:18])[C:15]2[N:14]=[C:13]([Cl:20])[CH:12]=[CH:11][C:10]=2[CH2:9]1)C1C=CC=CC=1.[CH3:21][CH:22]([OH:24])[CH3:23]. No catalyst specified. The product is [ClH:20].[CH:22]([O:24][C:13]1[CH:12]=[CH:11][C:10]2[CH2:9][NH:8][CH2:17][C:16]([CH3:18])([CH3:19])[C:15]=2[N:14]=1)([CH3:23])[CH3:21]. The yield is 0.190.